Dataset: Full USPTO retrosynthesis dataset with 1.9M reactions from patents (1976-2016). Task: Predict the reactants needed to synthesize the given product. (1) Given the product [NH2:19][C:12]1[N:11]=[C:10]2[N:38]([CH2:39][CH3:40])[C:7]([C:5]([N:4]([CH:41]3[CH2:43][CH2:42]3)[CH:1]3[CH2:3][CH2:2]3)=[O:6])=[CH:8][C:9]2=[C:14]2[N:15]([CH3:18])[CH:16]=[N:17][C:13]=12, predict the reactants needed to synthesize it. The reactants are: [CH:1]1([N:4]([CH:41]2[CH2:43][CH2:42]2)[C:5]([C:7]2[N:38]([CH2:39][CH3:40])[C:10]3=[N:11][C:12]([N:19](CC4C=CC(OC)=CC=4OC)C(=O)OC(C)(C)C)=[C:13]4[N:17]=[CH:16][N:15]([CH3:18])[C:14]4=[C:9]3[CH:8]=2)=[O:6])[CH2:3][CH2:2]1.C(O)(C(F)(F)F)=O. (2) Given the product [C:25]([O:28][C:29](=[O:30])[NH:1][C:2]1[C:6]([CH2:7][C:8]2[CH:13]=[CH:12][CH:11]=[C:10]([Cl:14])[C:9]=2[Cl:15])=[C:5]([OH:16])[NH:4][N:3]=1)([CH3:27])([CH3:26])[CH3:24], predict the reactants needed to synthesize it. The reactants are: [NH2:1][C:2]1[C:6]([CH2:7][C:8]2[CH:13]=[CH:12][CH:11]=[C:10]([Cl:14])[C:9]=2[Cl:15])=[C:5]([OH:16])[NH:4][N:3]=1.C(N(CC)CC)C.[CH3:24][C:25]([O:28][C:29](O[C:29]([O:28][C:25]([CH3:27])([CH3:26])[CH3:24])=[O:30])=[O:30])([CH3:27])[CH3:26]. (3) Given the product [Cl:1][C:2]1[CH:18]=[C:17]([F:19])[C:5]2[CH2:6][CH2:7][N:8]([C:11](=[O:16])[C:12]([F:13])([F:14])[F:15])[CH2:9][CH2:10][C:4]=2[C:3]=1[O:20][CH2:32][C:31]1[CH:34]=[CH:35][C:28]([F:27])=[CH:29][CH:30]=1, predict the reactants needed to synthesize it. The reactants are: [Cl:1][C:2]1[CH:18]=[C:17]([F:19])[C:5]2[CH2:6][CH2:7][N:8]([C:11](=[O:16])[C:12]([F:15])([F:14])[F:13])[CH2:9][CH2:10][C:4]=2[C:3]=1[OH:20].C(=O)([O-])[O-].[K+].[K+].[F:27][C:28]1[CH:35]=[CH:34][C:31]([CH2:32]Br)=[CH:30][CH:29]=1.